From a dataset of Reaction yield outcomes from USPTO patents with 853,638 reactions. Predict the reaction yield, written as a fraction of the theoretical maximum amount of product (1.0 means a 100% yield; for example, 0.34 means a 34% yield). (1) The reactants are [CH3:1][C@H:2]1[N:7]([CH3:8])[C@@H:6]([CH3:9])[CH2:5][N:4]([C:10]2[CH:20]=[CH:19][C:13]([C:14]([O:16]CC)=O)=[CH:12][CH:11]=2)[CH2:3]1.[CH3:21][O:22][C:23]1[CH:24]=[C:25]([CH2:31][O:32][C:33]2[CH:34]=[C:35]([NH2:38])[NH:36][N:37]=2)[CH:26]=[C:27]([O:29][CH3:30])[CH:28]=1.C[Al](C)C.C1(C)C=CC=CC=1. No catalyst specified. The product is [CH3:30][O:29][C:27]1[CH:26]=[C:25]([CH2:31][O:32][C:33]2[CH:34]=[C:35]([NH:38][C:14](=[O:16])[C:13]3[CH:12]=[CH:11][C:10]([N:4]4[CH2:5][C@H:6]([CH3:9])[N:7]([CH3:8])[C@H:2]([CH3:1])[CH2:3]4)=[CH:20][CH:19]=3)[NH:36][N:37]=2)[CH:24]=[C:23]([O:22][CH3:21])[CH:28]=1. The yield is 0.0563. (2) The reactants are [OH:1][C:2]1([C:31](O)=[O:32])[CH2:7][CH2:6][CH:5]([N:8]2[C:16]([NH:17][C:18]3[C:23]([F:24])=[CH:22][C:21]([F:25])=[CH:20][C:19]=3[F:26])=[N:15][C:14]3[C:9]2=[N:10][C:11]([NH:27][CH:28]([CH3:30])[CH3:29])=[N:12][CH:13]=3)[CH2:4][CH2:3]1.[CH:34]1([NH2:39])[CH2:38][CH2:37][CH2:36][CH2:35]1.C(NC(C)C)(C)C. The catalyst is C1COCC1. The product is [CH:34]1([NH:39][C:31]([C:2]2([OH:1])[CH2:7][CH2:6][CH:5]([N:8]3[C:16]([NH:17][C:18]4[C:23]([F:24])=[CH:22][C:21]([F:25])=[CH:20][C:19]=4[F:26])=[N:15][C:14]4[C:9]3=[N:10][C:11]([NH:27][CH:28]([CH3:30])[CH3:29])=[N:12][CH:13]=4)[CH2:4][CH2:3]2)=[O:32])[CH2:38][CH2:37][CH2:36][CH2:35]1. The yield is 0.660. (3) The product is [C:1]([O:5][C:6]([N:8]1[CH2:16][C:15]2[C:10](=[CH:11][CH:12]=[C:13]([O:17][S:19]([CH3:18])(=[O:21])=[O:20])[CH:14]=2)[CH2:9]1)=[O:7])([CH3:4])([CH3:2])[CH3:3]. No catalyst specified. The reactants are [C:1]([O:5][C:6]([N:8]1[CH2:16][C:15]2[C:10](=[CH:11][CH:12]=[C:13]([OH:17])[CH:14]=2)[CH2:9]1)=[O:7])([CH3:4])([CH3:3])[CH3:2].[CH3:18][S:19](Cl)(=[O:21])=[O:20]. The yield is 0.690. (4) The reactants are [F:1][C:2]1[CH:3]=[C:4]([C:27]2[CH:32]=[CH:31][CH:30]=[CH:29][C:28]=2[C:33]2[NH:37][C:36](=[O:38])[O:35][N:34]=2)[CH:5]=[CH:6][C:7]=1[CH2:8][C:9]1[C:10](=[O:26])[N:11]([CH2:19][CH:20]([OH:25])[C:21]([CH3:24])([CH3:23])[CH3:22])[C:12]([CH3:18])=[N:13][C:14]=1[CH2:15][CH2:16][CH3:17].CC(OI1(OC(C)=O)(OC(C)=O)OC(=O)C2C1=CC=CC=2)=O.C(=O)([O-])O.[Na+].O.O.O.O.O.S([O-])([O-])(=O)=S.[Na+].[Na+]. The catalyst is C(Cl)(Cl)Cl.C(Cl)Cl. The product is [CH3:23][C:21]([CH3:22])([CH3:24])[C:20](=[O:25])[CH2:19][N:11]1[C:10](=[O:26])[C:9]([CH2:8][C:7]2[CH:6]=[CH:5][C:4]([C:27]3[CH:32]=[CH:31][CH:30]=[CH:29][C:28]=3[C:33]3[NH:37][C:36](=[O:38])[O:35][N:34]=3)=[CH:3][C:2]=2[F:1])=[C:14]([CH2:15][CH2:16][CH3:17])[N:13]=[C:12]1[CH3:18]. The yield is 0.530. (5) The reactants are [CH3:1][N:2]1[C:6]([C:7](O)=[O:8])=[C:5]([N+:10]([O-:12])=[O:11])[C:4]([CH3:13])=[N:3]1.C(Cl)(=O)C(Cl)=O.[OH-].[NH4+:21]. The catalyst is ClCCl.CN(C=O)C. The product is [CH3:1][N:2]1[C:6]([C:7]([NH2:21])=[O:8])=[C:5]([N+:10]([O-:12])=[O:11])[C:4]([CH3:13])=[N:3]1. The yield is 0.515. (6) The reactants are C(OC[N:9]1[C:18](=[O:19])[C:17]2[C:12](=[CH:13][C:14]([O:21][CH3:22])=[CH:15][C:16]=2[OH:20])[N:11]=[CH:10]1)(=O)C(C)(C)C.[O:23]1[CH2:28][CH2:27][CH:26](O)[CH2:25][CH2:24]1.C1C=CC(P(C2C=CC=CC=2)C2C=CC=CC=2)=CC=1.N(C(OC(C)(C)C)=O)=NC(OC(C)(C)C)=O. The catalyst is C(Cl)Cl. The product is [CH3:22][O:21][C:14]1[CH:13]=[C:12]2[C:17]([C:18](=[O:19])[NH:9][CH:10]=[N:11]2)=[C:16]([O:20][CH:26]2[CH2:27][CH2:28][O:23][CH2:24][CH2:25]2)[CH:15]=1. The yield is 0.760. (7) The reactants are IC1C(C)=C(I)C(C)=C(I)[C:3]=1[CH3:12].[Mn]([O-])(=O)(=O)=O.[K+].C([O:22][C:23](=[O:25])[CH3:24])(=O)C.[C:26]([OH:29])(=O)[CH3:27].S(=O)(=O)(O)[OH:31]. No catalyst specified. The product is [CH3:12][C:3]([CH2:27][C:26]([CH2:24][C:23]([OH:22])=[O:25])=[O:29])=[O:31]. The yield is 0.350. (8) The reactants are [C:1]([NH:9][CH2:10][C@H:11]1[N:16](CC2C=CC=CC=2)[CH2:15][CH2:14][N:13]([C:24]([O:26][C:27]([CH3:30])([CH3:29])[CH3:28])=[O:25])[CH2:12]1)(=[O:8])[C:2]1[CH:7]=[CH:6][CH:5]=[CH:4][CH:3]=1.[H][H]. The catalyst is CO. The yield is 0.810. The product is [C:1]([NH:9][CH2:10][C@H:11]1[NH:16][CH2:15][CH2:14][N:13]([C:24]([O:26][C:27]([CH3:30])([CH3:29])[CH3:28])=[O:25])[CH2:12]1)(=[O:8])[C:2]1[CH:3]=[CH:4][CH:5]=[CH:6][CH:7]=1. (9) The reactants are [CH2:1]([O:3][C:4](=[O:29])[CH2:5][CH:6]1[C:14]2[C:9](=[C:10]([Br:28])[C:11]([O:16][C:17]3[CH:22]=[CH:21][C:20]([O:23]C)=[C:19]([CH:25]([CH3:27])[CH3:26])[CH:18]=3)=[C:12]([Br:15])[CH:13]=2)[CH2:8][CH2:7]1)[CH3:2]. The catalyst is ClCCl. The product is [CH2:1]([O:3][C:4](=[O:29])[CH2:5][CH:6]1[C:14]2[C:9](=[C:10]([Br:28])[C:11]([O:16][C:17]3[CH:22]=[CH:21][C:20]([OH:23])=[C:19]([CH:25]([CH3:26])[CH3:27])[CH:18]=3)=[C:12]([Br:15])[CH:13]=2)[CH2:8][CH2:7]1)[CH3:2]. The yield is 0.830.